Dataset: Full USPTO retrosynthesis dataset with 1.9M reactions from patents (1976-2016). Task: Predict the reactants needed to synthesize the given product. (1) Given the product [Cl:16][C:15]1[CH:14]=[CH:13][CH:12]=[C:11]([Cl:17])[C:10]=1[C:9]([NH:8][C:6]1[CH:5]=[CH:4][N:3]=[C:2]([NH:1][C:21](=[O:22])[CH:20]([CH3:24])[CH3:19])[CH:7]=1)=[O:18], predict the reactants needed to synthesize it. The reactants are: [NH2:1][C:2]1[CH:7]=[C:6]([NH:8][C:9](=[O:18])[C:10]2[C:15]([Cl:16])=[CH:14][CH:13]=[CH:12][C:11]=2[Cl:17])[CH:5]=[CH:4][N:3]=1.[CH3:19][CH:20]([CH3:24])[C:21](N)=[O:22].C(=O)([O-])[O-].[Cs+].[Cs+].C1(P(C2C=CC=CC=2)C2C3OC4C(=CC=CC=4P(C4C=CC=CC=4)C4C=CC=CC=4)C(C)(C)C=3C=CC=2)C=CC=CC=1. (2) Given the product [CH3:1][C:2]1[O:6][N:5]=[C:4]([C:7]2[CH:8]=[CH:9][CH:10]=[CH:11][CH:12]=2)[C:3]=1[C:13]1[N:14]=[C:15]2[CH:20]=[C:19]([NH:21][C:27]([CH:23]3[CH2:26][CH2:25][CH2:24]3)=[O:28])[CH:18]=[CH:17][N:16]2[CH:22]=1, predict the reactants needed to synthesize it. The reactants are: [CH3:1][C:2]1[O:6][N:5]=[C:4]([C:7]2[CH:12]=[CH:11][CH:10]=[CH:9][CH:8]=2)[C:3]=1[C:13]1[N:14]=[C:15]2[CH:20]=[C:19]([NH2:21])[CH:18]=[CH:17][N:16]2[CH:22]=1.[CH:23]1([C:27](O)=[O:28])[CH2:26][CH2:25][CH2:24]1. (3) Given the product [Cl:1][C:2]1[CH:10]=[CH:9][C:8]([N:11]2[CH:15]=[CH:14][N:13]=[CH:12]2)=[CH:7][C:3]=1[C:4]([NH:6][C:24](=[O:23])[NH:25][C:26]1[S:27][C:28]2[CH:34]=[C:33]([S:35]([CH3:38])(=[O:37])=[O:36])[CH:32]=[CH:31][C:29]=2[N:30]=1)=[O:5], predict the reactants needed to synthesize it. The reactants are: [Cl:1][C:2]1[CH:10]=[CH:9][C:8]([N:11]2[CH:15]=[CH:14][N:13]=[CH:12]2)=[CH:7][C:3]=1[C:4]([NH2:6])=[O:5].FC1C=CC([O:23][C:24](=O)[NH:25][C:26]2[S:27][C:28]3[CH:34]=[C:33]([S:35]([CH3:38])(=[O:37])=[O:36])[CH:32]=[CH:31][C:29]=3[N:30]=2)=CC=1. (4) Given the product [NH2:20][C:11]1[N:10]=[C:9]([NH:8][C@H:3]2[CH2:4][CH2:5][CH2:6][CH2:7][C@H:2]2[NH:1][C:29]([NH:28][C:26]([O:25][C:21]([CH3:24])([CH3:23])[CH3:22])=[O:27])=[N:30][C:31]([O:33][C:34]([CH3:37])([CH3:36])[CH3:35])=[O:32])[C:18]2[C:13](=[CH:14][CH:15]=[C:16]([CH3:19])[CH:17]=2)[N:12]=1, predict the reactants needed to synthesize it. The reactants are: [NH2:1][C@@H:2]1[CH2:7][CH2:6][CH2:5][CH2:4][C@@H:3]1[NH:8][C:9]1[C:18]2[C:13](=[CH:14][CH:15]=[C:16]([CH3:19])[CH:17]=2)[N:12]=[C:11]([NH2:20])[N:10]=1.[C:21]([O:25][C:26]([NH:28][C:29](N1C=CC=N1)=[N:30][C:31]([O:33][C:34]([CH3:37])([CH3:36])[CH3:35])=[O:32])=[O:27])([CH3:24])([CH3:23])[CH3:22].O. (5) The reactants are: FC(F)(F)C([NH:5][C:6]1[CH:11]=[CH:10][C:9]([S:12](=[O:20])(=[O:19])[NH:13][C:14]2[S:15][CH:16]=[CH:17][N:18]=2)=[CH:8][C:7]=1[CH3:21])=O.[OH-].[Na+].Cl. Given the product [NH2:5][C:6]1[CH:11]=[CH:10][C:9]([S:12]([NH:13][C:14]2[S:15][CH:16]=[CH:17][N:18]=2)(=[O:20])=[O:19])=[CH:8][C:7]=1[CH3:21], predict the reactants needed to synthesize it. (6) Given the product [F:1][C:2]1[CH:7]=[CH:6][C:5]([F:8])=[CH:4][C:3]=1[C:9]1[CH2:13][N:12]([C:14]([C@@H:16]([NH:21][C:22](=[O:45])[O:23][CH2:24][CH2:25][O:26][P:27]([OH:37])([OH:29])=[O:28])[C:17]([CH3:20])([CH3:18])[CH3:19])=[O:15])[C@H:11]([C:46]2[CH:51]=[CH:50][CH:49]=[CH:48][CH:47]=2)[CH:10]=1, predict the reactants needed to synthesize it. The reactants are: [F:1][C:2]1[CH:7]=[CH:6][C:5]([F:8])=[CH:4][C:3]=1[C:9]1[CH2:13][N:12]([C:14]([C@@H:16]([NH:21][C:22](=[O:45])[O:23][CH2:24][CH2:25][O:26][P:27]([O:37]CC2C=CC=CC=2)([O:29]CC2C=CC=CC=2)=[O:28])[C:17]([CH3:20])([CH3:19])[CH3:18])=[O:15])[C@H:11]([C:46]2[CH:51]=[CH:50][CH:49]=[CH:48][CH:47]=2)[CH:10]=1.C1CC=CCC=1. (7) Given the product [ClH:1].[NH2:43][C:42]1[CH:41]=[CH:40][C:52]([C:53]([NH:12][CH2:11][CH:10]([C:13]2[CH:18]=[CH:17][CH:16]=[CH:15][CH:14]=2)[CH2:9][O:8][CH2:7][C:6]2[CH:5]=[C:4]([C:3]([F:26])([F:27])[F:2])[CH:21]=[C:20]([C:22]([F:24])([F:23])[F:25])[CH:19]=2)=[O:48])=[CH:29][CH:28]=1, predict the reactants needed to synthesize it. The reactants are: [ClH:1].[F:2][C:3]([F:27])([F:26])[C:4]1[CH:5]=[C:6]([CH:19]=[C:20]([C:22]([F:25])([F:24])[F:23])[CH:21]=1)[CH2:7][O:8][CH2:9][CH:10]([C:13]1[CH:18]=[CH:17][CH:16]=[CH:15][CH:14]=1)[CH2:11][NH2:12].[CH2:28](N(CC)CC)[CH3:29].CCN=C=N[CH2:40][CH2:41][CH2:42][N:43](C)C.Cl.Cl.[O:48]1[CH2:53][CH2:52]OCC1.